From a dataset of Full USPTO retrosynthesis dataset with 1.9M reactions from patents (1976-2016). Predict the reactants needed to synthesize the given product. (1) Given the product [C:9]1([S:15]([N:18]2[C:22]3[N:23]=[C:24]([Cl:28])[N:25]=[C:26]([Cl:27])[C:21]=3[CH:20]=[C:19]2[C:30]([OH:31])([CH3:32])[CH3:29])(=[O:16])=[O:17])[CH:10]=[CH:11][CH:12]=[CH:13][CH:14]=1, predict the reactants needed to synthesize it. The reactants are: C([N-]C(C)C)(C)C.[Li+].[C:9]1([S:15]([N:18]2[C:22]3[N:23]=[C:24]([Cl:28])[N:25]=[C:26]([Cl:27])[C:21]=3[CH:20]=[CH:19]2)(=[O:17])=[O:16])[CH:14]=[CH:13][CH:12]=[CH:11][CH:10]=1.[CH3:29][C:30]([CH3:32])=[O:31]. (2) Given the product [CH3:8][O:7][C:5](=[O:6])[CH:4]([CH2:9][C:10]1[CH:11]=[CH:12][C:13]([OH:16])=[CH:14][CH:15]=1)[C:3]([O:2][CH3:1])=[O:24], predict the reactants needed to synthesize it. The reactants are: [CH3:1][O:2][C:3](=[O:24])[C:4](=[CH:9][C:10]1[CH:15]=[CH:14][C:13]([O:16]CC2C=CC=CC=2)=[CH:12][CH:11]=1)[C:5]([O:7][CH3:8])=[O:6]. (3) Given the product [Cl:1][C:2]1[N:10]=[CH:9][C:8]([Cl:11])=[CH:7][C:3]=1[C:4]([NH:26][C:24](=[NH:25])[CH2:23][O:22][CH2:21][CH2:20][C:17]1[CH:18]=[CH:19][C:14]([Cl:13])=[CH:15][CH:16]=1)=[O:6], predict the reactants needed to synthesize it. The reactants are: [Cl:1][C:2]1[N:10]=[CH:9][C:8]([Cl:11])=[CH:7][C:3]=1[C:4]([OH:6])=O.Cl.[Cl:13][C:14]1[CH:19]=[CH:18][C:17]([CH2:20][CH2:21][O:22][CH2:23][C:24]([NH2:26])=[NH:25])=[CH:16][CH:15]=1.CN(C(ON1N=NC2C=CC=CC1=2)=[N+](C)C)C.[B-](F)(F)(F)F.CCN(C(C)C)C(C)C. (4) Given the product [CH3:1][O:2][C:3]1[C:4]([CH3:25])=[C:5]([C:16]([O:23][CH3:24])=[C:17]([O:21][CH3:22])[C:18]=1[O:19][CH3:20])[CH2:6][C:7]1[CH:8]=[CH:9][C:10]([O:15][CH:32]([CH3:34])[CH3:33])=[C:11]([CH:14]=1)[CH:12]=[O:13], predict the reactants needed to synthesize it. The reactants are: [CH3:1][O:2][C:3]1[C:4]([CH3:25])=[C:5]([C:16]([O:23][CH3:24])=[C:17]([O:21][CH3:22])[C:18]=1[O:19][CH3:20])[CH2:6][C:7]1[CH:8]=[CH:9][C:10]([OH:15])=[C:11]([CH:14]=1)[CH:12]=[O:13].C(=O)([O-])[O-].[K+].[K+].[CH:32](Br)([CH3:34])[CH3:33]. (5) Given the product [CH:12]([C:11]1[NH:9][C:6]2=[CH:7][N:8]=[C:3]([O:2][CH3:1])[CH:4]=[C:5]2[CH:10]=1)([CH3:14])[CH3:13], predict the reactants needed to synthesize it. The reactants are: [CH3:1][O:2][C:3]1[N:8]=[CH:7][C:6]([NH2:9])=[C:5]([C:10]#[C:11][CH:12]([CH3:14])[CH3:13])[CH:4]=1.CC([O-])(C)C.[K+]. (6) Given the product [F:43][C:40]1[CH:41]=[CH:42][C:37]([N:1]2[C:9]3[CH:8]=[CH:7][CH:6]=[C:5]([C:10]([O:12][CH3:13])=[O:11])[C:4]=3[CH:3]=[CH:2]2)=[CH:38][CH:39]=1, predict the reactants needed to synthesize it. The reactants are: [NH:1]1[C:9]2[CH:8]=[CH:7][CH:6]=[C:5]([C:10]([O:12][CH3:13])=[O:11])[C:4]=2[CH:3]=[CH:2]1.P([O-])([O-])([O-])=O.[K+].[K+].[K+].CNCCNC.N1CCC[C@H]1C(O)=O.Br[C:37]1[CH:42]=[CH:41][C:40]([F:43])=[CH:39][CH:38]=1.